The task is: Predict the reaction yield, written as a fraction of the theoretical maximum amount of product (1.0 means a 100% yield; for example, 0.34 means a 34% yield).. This data is from Reaction yield outcomes from USPTO patents with 853,638 reactions. (1) The reactants are [F:1][C:2]1[CH:7]=[CH:6][C:5]([O:8][C:9]2[CH:14]=[CH:13][C:12]([N+:15]([O-])=O)=[CH:11][CH:10]=2)=[CH:4][C:3]=1[C:18]([F:21])([F:20])[F:19]. The catalyst is CO.[Pd]. The product is [F:1][C:2]1[CH:7]=[CH:6][C:5]([O:8][C:9]2[CH:10]=[CH:11][C:12]([NH2:15])=[CH:13][CH:14]=2)=[CH:4][C:3]=1[C:18]([F:19])([F:20])[F:21]. The yield is 0.950. (2) The reactants are [NH:1]1[CH:5]=[CH:4][C:3]([NH:6][C:7](=[O:9])[CH3:8])=[N:2]1.[H-].[Na+].[F:12][C:13]1[CH:20]=[CH:19][CH:18]=[C:17]([F:21])[C:14]=1[CH2:15]Br. The catalyst is CN(C=O)C.CCOC(C)=O.[NH4+].[Cl-]. The product is [F:12][C:13]1[CH:20]=[CH:19][CH:18]=[C:17]([F:21])[C:14]=1[CH2:15][N:1]1[CH:5]=[CH:4][C:3]([NH:6][C:7](=[O:9])[CH3:8])=[N:2]1. The yield is 0.630. (3) The reactants are [OH:1][CH:2]1[CH2:5][N:4]([C:6]2[S:7][CH:8]=[C:9]([C:11](=[O:17])[NH:12][C@@H:13]([CH3:16])[CH2:14][OH:15])[N:10]=2)[CH2:3]1.[Si:18](Cl)([C:21]([CH3:24])([CH3:23])[CH3:22])([CH3:20])[CH3:19].N1C=CN=C1. The catalyst is CN(C)C=O. The product is [Si:18]([O:15][CH2:14][C@@H:13]([NH:12][C:11]([C:9]1[N:10]=[C:6]([N:4]2[CH2:5][CH:2]([OH:1])[CH2:3]2)[S:7][CH:8]=1)=[O:17])[CH3:16])([C:21]([CH3:24])([CH3:23])[CH3:22])([CH3:20])[CH3:19]. The yield is 0.710. (4) The reactants are Br[CH2:2][CH2:3][N:4]1[C:8]([CH2:9]Cl)=[CH:7][C:6]([N+:11]([O-:13])=[O:12])=[N:5]1.[CH3:14][O:15][CH2:16][CH2:17][NH2:18].CS(C)=O. The catalyst is C(OCC)(=O)C. The product is [CH3:14][O:15][CH2:16][CH2:17][N:18]1[CH2:2][CH2:3][N:4]2[N:5]=[C:6]([N+:11]([O-:13])=[O:12])[CH:7]=[C:8]2[CH2:9]1. The yield is 0.750. (5) The reactants are [CH2:1]([NH:3][C@@H:4]([CH3:9])[C:5]([O:7][CH3:8])=[O:6])[CH3:2].Cl[C:11]1[C:20]([N+:21]([O-:23])=[O:22])=[CH:19][C:14]([C:15]([O:17][CH3:18])=[O:16])=[CH:13][N:12]=1.[CH3:24]COC(C)=O. No catalyst specified. The product is [CH2:8]([O:7][C:5](=[O:6])[C@@H:4]([N:3]([CH2:1][CH3:2])[C:11]1[C:20]([N+:21]([O-:23])=[O:22])=[CH:19][C:14]([C:15]([O:17][CH3:18])=[O:16])=[CH:13][N:12]=1)[CH3:9])[CH3:24]. The yield is 0.660. (6) The reactants are [NH4+].[Cl-].[CH2:3]([CH:5]1[CH2:14][CH2:13][C:12]2[C:7](=[CH:8][CH:9]=[C:10]([NH2:15])[CH:11]=2)[O:6]1)[CH3:4].C(C1CCC2C(=C(N)C=CC=2)O1)C.[CH3:29][S:30](Cl)(=[O:32])=[O:31]. The catalyst is CO.C(Cl)Cl.[Fe]. The product is [CH2:3]([CH:5]1[CH2:14][CH2:13][C:12]2[C:7](=[CH:8][CH:9]=[C:10]([NH:15][S:30]([CH3:29])(=[O:32])=[O:31])[CH:11]=2)[O:6]1)[CH3:4]. The yield is 0.120. (7) The reactants are CON(C)[C:4](=[O:21])[CH:5]([O:19][CH3:20])[C:6]1[CH:11]=[CH:10][C:9]([CH2:12][N:13]2[CH2:18][CH2:17][O:16][CH2:15][CH2:14]2)=[CH:8][CH:7]=1.[Br:23][C:24]1[C:29]([O:30][CH3:31])=[CH:28][C:27]([C:32]2[O:33][CH:34]=[CH:35][CH:36]=2)=[CH:26][C:25]=1[O:37][CH3:38]. The catalyst is CCOC(C)=O. The product is [Br:23][C:24]1[C:25]([O:37][CH3:38])=[CH:26][C:27]([C:32]2[O:33][C:34]([C:4](=[O:21])[CH:5]([O:19][CH3:20])[C:6]3[CH:7]=[CH:8][C:9]([CH2:12][N:13]4[CH2:14][CH2:15][O:16][CH2:17][CH2:18]4)=[CH:10][CH:11]=3)=[CH:35][CH:36]=2)=[CH:28][C:29]=1[O:30][CH3:31]. The yield is 0.130. (8) The reactants are [CH3:1][C:2]1[CH2:11][CH2:10][C:6](=[C:7]([CH3:9])[CH3:8])[C:4](=[O:5])[CH:3]=1.CC(C1C(OC)=C(C(C)(C)C)C=C(P(C2C=C(C(C)(C)C)C(OC)=C(C(C)(C)C)C=2)C2C=CC3OCOC=3C=2C2C3OCOC=3C=CC=2P(C2C=C(C(C)(C)C)C(OC)=C(C(C)(C)C)C=2)C2C=C(C(C)(C)C)C(OC)=C(C(C)(C)C)C=2)C=1)(C)C.[H][H]. The catalyst is C(OCC)(=O)C. The product is [CH3:1][CH:2]1[CH2:3][CH:4]([OH:5])[C:6](=[C:7]([CH3:8])[CH3:9])[CH2:10][CH2:11]1. The yield is 0.900. (9) The reactants are [Cl:1][C:2]1[CH:9]=[CH:8][C:5]([CH:6]=[O:7])=[CH:4][CH:3]=1.O.[C:11](=[O:13])=O.[CH3:14][C:15]([CH3:17])=O. The catalyst is O1CCCC1. The product is [Cl:1][C:2]1[CH:9]=[CH:8][C:5]([CH:6]([C:15]2[CH:17]=[CH:6][C:5]([CH2:8][O:13][CH3:11])=[CH:4][CH:14]=2)[OH:7])=[CH:4][CH:3]=1. The yield is 0.680. (10) The reactants are O[C:2]1[CH:3]=[C:4]([NH:8][N:9]=[C:10]([C:13]#[N:14])[C:11]#[N:12])[CH:5]=[CH:6][CH:7]=1.NC1C=C(O)C=CC=1.C(#N)CC#N.[OH2:28].[NH2:29][NH2:30]. No catalyst specified. The product is [NH2:12][C:11]1[C:10](=[N:9][NH:8][C:4]2[CH:5]=[C:6]([OH:28])[CH:7]=[CH:2][CH:3]=2)[C:13]([NH2:14])=[N:30][N:29]=1. The yield is 0.330.